From a dataset of NCI-60 drug combinations with 297,098 pairs across 59 cell lines. Regression. Given two drug SMILES strings and cell line genomic features, predict the synergy score measuring deviation from expected non-interaction effect. (1) Drug 1: CN(C(=O)NC(C=O)C(C(C(CO)O)O)O)N=O. Drug 2: CC12CCC3C(C1CCC2OP(=O)(O)O)CCC4=C3C=CC(=C4)OC(=O)N(CCCl)CCCl.[Na+]. Cell line: IGROV1. Synergy scores: CSS=6.60, Synergy_ZIP=-2.65, Synergy_Bliss=-1.05, Synergy_Loewe=-3.57, Synergy_HSA=-1.42. (2) Drug 1: CCC1(CC2CC(C3=C(CCN(C2)C1)C4=CC=CC=C4N3)(C5=C(C=C6C(=C5)C78CCN9C7C(C=CC9)(C(C(C8N6C)(C(=O)OC)O)OC(=O)C)CC)OC)C(=O)OC)O.OS(=O)(=O)O. Drug 2: CC12CCC3C(C1CCC2OP(=O)(O)O)CCC4=C3C=CC(=C4)OC(=O)N(CCCl)CCCl.[Na+]. Cell line: UACC-257. Synergy scores: CSS=19.7, Synergy_ZIP=-3.53, Synergy_Bliss=4.92, Synergy_Loewe=2.51, Synergy_HSA=2.62.